This data is from Forward reaction prediction with 1.9M reactions from USPTO patents (1976-2016). The task is: Predict the product of the given reaction. Given the reactants S(Cl)(Cl)(=O)=O.[F:6][CH:7]([F:16])[O:8][C:9]1[CH:14]=[CH:13][CH:12]=[CH:11][C:10]=1[OH:15].[Cl-:17].[Al+3].[Cl-].[Cl-], predict the reaction product. The product is: [Cl:17][C:13]1[CH:12]=[CH:11][C:10]([OH:15])=[C:9]([O:8][CH:7]([F:16])[F:6])[CH:14]=1.